Dataset: Reaction yield outcomes from USPTO patents with 853,638 reactions. Task: Predict the reaction yield, written as a fraction of the theoretical maximum amount of product (1.0 means a 100% yield; for example, 0.34 means a 34% yield). (1) The reactants are [CH2:1]([O:8][C:9]([NH:11][CH:12]1[CH:17](O)[CH2:16][CH2:15][CH:14]([C:19]([O:21][CH2:22][CH3:23])=[O:20])[CH2:13]1)=[O:10])[C:2]1[CH:7]=[CH:6][CH:5]=[CH:4][CH:3]=1.C(N(CC)CC)C.CS(Cl)(=O)=O.[N-:36]=[N+:37]=[N-:38].[Na+]. The catalyst is ClCCl.CS(C)=O.O. The product is [N:36]([CH:17]1[CH2:16][CH2:15][CH:14]([C:19]([O:21][CH2:22][CH3:23])=[O:20])[CH2:13][CH:12]1[NH:11][C:9]([O:8][CH2:1][C:2]1[CH:7]=[CH:6][CH:5]=[CH:4][CH:3]=1)=[O:10])=[N+:37]=[N-:38]. The yield is 0.460. (2) The reactants are [ClH:1].C(OCC)(=O)C.C(OC([N:15]1[CH2:20][CH2:19][C:18]([OH:30])([CH2:21][O:22][C:23]2[CH:28]=[CH:27][CH:26]=[CH:25][C:24]=2[CH3:29])[CH2:17][CH2:16]1)=O)(C)(C)C. The product is [ClH:1].[OH:30][C:18]1([CH2:21][O:22][C:23]2[CH:28]=[CH:27][CH:26]=[CH:25][C:24]=2[CH3:29])[CH2:17][CH2:16][NH:15][CH2:20][CH2:19]1. No catalyst specified. The yield is 1.00. (3) The reactants are [C:1]([O:5][C:6]([N:8]1[CH2:12][CH2:11][CH2:10][C:9]1([CH2:31][CH2:32][CH2:33][CH3:34])[CH:13]([C:15]1[CH:20]=[CH:19][C:18]([N:21]([Si:26]([CH3:29])([CH3:28])[CH3:27])[Si:22]([CH3:25])([CH3:24])[CH3:23])=[C:17]([Cl:30])[CH:16]=1)[OH:14])=[O:7])([CH3:4])([CH3:3])[CH3:2]. The catalyst is C(Cl)Cl. The product is [C:1]([O:5][C:6]([N:8]1[CH2:12][CH2:11][CH2:10][C:9]1([CH2:31][CH2:32][CH2:33][CH3:34])[C:13](=[O:14])[C:15]1[CH:20]=[CH:19][C:18]([N:21]([Si:26]([CH3:27])([CH3:29])[CH3:28])[Si:22]([CH3:25])([CH3:24])[CH3:23])=[C:17]([Cl:30])[CH:16]=1)=[O:7])([CH3:4])([CH3:3])[CH3:2]. The yield is 0.580.